From a dataset of Full USPTO retrosynthesis dataset with 1.9M reactions from patents (1976-2016). Predict the reactants needed to synthesize the given product. (1) Given the product [CH3:26][C:24]1[CH:23]=[N:22][N:21]([CH2:20][C:17]2[CH:16]=[CH:15][C:14]([CH2:13][N:9]3[CH:10]=[C:6]([C:4]([OH:5])=[O:3])[C:7]([N:27]4[CH2:32][CH2:31][O:30][CH2:29][CH2:28]4)=[N:8]3)=[CH:19][CH:18]=2)[CH:25]=1, predict the reactants needed to synthesize it. The reactants are: C([O:3][C:4]([C:6]1[C:7]([N:27]2[CH2:32][CH2:31][O:30][CH2:29][CH2:28]2)=[N:8][N:9]([CH2:13][C:14]2[CH:19]=[CH:18][C:17]([CH2:20][N:21]3[CH:25]=[C:24]([CH3:26])[CH:23]=[N:22]3)=[CH:16][CH:15]=2)[C:10]=1CC)=[O:5])C.[OH-].[Li+]. (2) Given the product [Cl:1][C:2]1[CH:3]=[C:4]([CH2:5][OH:6])[CH:8]=[C:9]([CH3:11])[N:10]=1, predict the reactants needed to synthesize it. The reactants are: [Cl:1][C:2]1[CH:3]=[C:4]([CH:8]=[C:9]([CH3:11])[N:10]=1)[C:5](O)=[O:6].Cl.[OH-].[Na+]. (3) Given the product [CH:1]12[O:8][CH:5]([CH2:6][CH2:7]1)[CH2:4][N:3]([C:9]1[N:14]=[C:13]([N:15]3[CH2:20][CH2:19][CH:18]([NH:48][CH2:47][CH2:45][OH:46])[CH2:17][CH2:16]3)[N:12]=[C:11]([C:22]3[CH:27]=[CH:26][C:25]([NH:28][C:29]([NH:31][C:32]4[CH:37]=[CH:36][N:35]=[CH:34][CH:33]=4)=[O:30])=[CH:24][CH:23]=3)[N:10]=1)[CH2:2]2, predict the reactants needed to synthesize it. The reactants are: [CH:1]12[O:8][CH:5]([CH2:6][CH2:7]1)[CH2:4][N:3]([C:9]1[N:14]=[C:13]([N:15]3[CH2:20][CH2:19][C:18](=O)[CH2:17][CH2:16]3)[N:12]=[C:11]([C:22]3[CH:27]=[CH:26][C:25]([NH:28][C:29]([NH:31][C:32]4[CH:37]=[CH:36][N:35]=[CH:34][CH:33]=4)=[O:30])=[CH:24][CH:23]=3)[N:10]=1)[CH2:2]2.C(O)(C(F)(F)F)=O.[CH2:45]([CH2:47][NH2:48])[OH:46]. (4) Given the product [CH2:1]([O:3][C:4]([C:6]1[C:11]([CH3:12])=[N:10][C:9]([NH:13][CH2:14]/[CH:15]=[CH:16]/[C:28]2[CH:33]=[CH:32][CH:31]=[C:30]([OH:34])[CH:29]=2)=[N:8][C:7]=1[CH3:26])=[O:5])[CH3:2], predict the reactants needed to synthesize it. The reactants are: [CH2:1]([O:3][C:4]([C:6]1[C:7]([CH3:26])=[N:8][C:9]([NH:13][CH2:14]/[CH:15]=[CH:16]/B2OC(C)(C)C(C)(C)O2)=[N:10][C:11]=1[CH3:12])=[O:5])[CH3:2].Br[C:28]1[CH:29]=[C:30]([OH:34])[CH:31]=[CH:32][CH:33]=1.C(=O)([O-])[O-].[K+].[K+].CN(C=O)C.